Dataset: Forward reaction prediction with 1.9M reactions from USPTO patents (1976-2016). Task: Predict the product of the given reaction. (1) Given the reactants [CH3:1][C@@H:2]1[CH2:6][C@@H:5]([CH:7]2[CH2:9][N@@:8]2[S:10]([C:13]2[CH:18]=[CH:17][CH:16]=[CH:15][C:14]=2[N+:19]([O-:21])=[O:20])(=[O:12])=[O:11])[O:4][C:3]1=[O:22].[F:23][C:24]1[CH:29]=[CH:28][CH:27]=[C:26]([F:30])[C:25]=1[N:31]1[CH2:36][C:35]([CH3:38])([CH3:37])[NH:34][CH2:33][C:32]1=[O:39], predict the reaction product. The product is: [F:30][C:26]1[CH:27]=[CH:28][CH:29]=[C:24]([F:23])[C:25]=1[N:31]1[C:32](=[O:39])[CH2:33][N:34]([CH2:9][C@H:7]([NH:8][S:10]([C:13]2[CH:18]=[CH:17][CH:16]=[CH:15][C:14]=2[N+:19]([O-:21])=[O:20])(=[O:12])=[O:11])[C@@H:5]2[CH2:6][C@@H:2]([CH3:1])[C:3](=[O:22])[O:4]2)[C:35]([CH3:38])([CH3:37])[CH2:36]1. (2) Given the reactants [O:1]=[C:2]1[CH2:7][NH:6][CH2:5][CH2:4][NH:3]1.C(N(C(C)C)CC)(C)C.Br[CH2:18][C:19]([O:21][CH3:22])=[O:20].[CH3:23][CH2:24][CH2:25][CH2:26]CCC.CCOC(C)=O, predict the reaction product. The product is: [CH3:22][O:21][C:19](=[O:20])[CH2:18][N:6]1[CH2:5][CH2:4][N:3]([CH2:23][CH2:24][CH2:25][CH3:26])[C:2](=[O:1])[CH2:7]1.